Dataset: Forward reaction prediction with 1.9M reactions from USPTO patents (1976-2016). Task: Predict the product of the given reaction. (1) Given the reactants [C:1]([N:4]1[CH2:8][CH2:7][CH:6]([C:9]2[CH:14]=[CH:13][C:12]([C:15]3[CH:16]=[C:17]4[C:21](=[CH:22][C:23]=3[Cl:24])[NH:20][CH:19]=[C:18]4[CH:25]=[O:26])=[CH:11][CH:10]=2)[CH2:5]1)(=[O:3])[CH3:2].Cl([O-])=[O:28].[Na+].O.O.OP([O-])(O)=O.[Na+], predict the reaction product. The product is: [C:1]([N:4]1[CH2:8][CH2:7][CH:6]([C:9]2[CH:10]=[CH:11][C:12]([C:15]3[CH:16]=[C:17]4[C:21](=[CH:22][C:23]=3[Cl:24])[NH:20][CH:19]=[C:18]4[C:25]([OH:28])=[O:26])=[CH:13][CH:14]=2)[CH2:5]1)(=[O:3])[CH3:2]. (2) Given the reactants C(O[C:4](=[O:27])[CH2:5][N:6]1[C:14]2[CH:13]=[C:12]3[NH:15][C:16]([C:18]4[CH:22]=[C:21]([CH3:23])[NH:20][N:19]=4)=[N:17][C:11]3=[CH:10][C:9]=2[C:8]([CH3:25])([CH3:24])[C:7]1=[O:26])C.[CH2:28]([NH2:35])[C:29]1[CH:34]=[CH:33][CH:32]=[CH:31][CH:30]=1.[Cl-].[NH4+], predict the reaction product. The product is: [CH2:28]([NH:35][C:4](=[O:27])[CH2:5][N:6]1[C:14]2[CH:13]=[C:12]3[NH:15][C:16]([C:18]4[CH:22]=[C:21]([CH3:23])[NH:20][N:19]=4)=[N:17][C:11]3=[CH:10][C:9]=2[C:8]([CH3:24])([CH3:25])[C:7]1=[O:26])[C:29]1[CH:34]=[CH:33][CH:32]=[CH:31][CH:30]=1. (3) Given the reactants C(C1C=CC(C2SC(C)=C(C(F)(F)F)C=2CO)=CC=1)C.OC1C=CC(CCC(OCC)=O)=C(C)C=1C.[CH2:37]([C:39]1[CH:44]=[CH:43][C:42]([C:45]2[S:46][C:47]([CH3:71])=[C:48]([C:67]([F:70])([F:69])[F:68])[C:49]=2[CH2:50][O:51][C:52]2[CH:57]=[CH:56][C:55]([CH2:58][CH2:59][C:60]([O:62]CC)=[O:61])=[C:54]([CH3:65])[C:53]=2[CH3:66])=[CH:41][CH:40]=1)[CH3:38], predict the reaction product. The product is: [CH2:37]([C:39]1[CH:40]=[CH:41][C:42]([C:45]2[S:46][C:47]([CH3:71])=[C:48]([C:67]([F:69])([F:68])[F:70])[C:49]=2[CH2:50][O:51][C:52]2[CH:57]=[CH:56][C:55]([CH2:58][CH2:59][C:60]([OH:62])=[O:61])=[C:54]([CH3:65])[C:53]=2[CH3:66])=[CH:43][CH:44]=1)[CH3:38].